Dataset: NCI-60 drug combinations with 297,098 pairs across 59 cell lines. Task: Regression. Given two drug SMILES strings and cell line genomic features, predict the synergy score measuring deviation from expected non-interaction effect. (1) Drug 1: CC1=C(C=C(C=C1)C(=O)NC2=CC(=CC(=C2)C(F)(F)F)N3C=C(N=C3)C)NC4=NC=CC(=N4)C5=CN=CC=C5. Cell line: A549. Drug 2: CC1=C(N=C(N=C1N)C(CC(=O)N)NCC(C(=O)N)N)C(=O)NC(C(C2=CN=CN2)OC3C(C(C(C(O3)CO)O)O)OC4C(C(C(C(O4)CO)O)OC(=O)N)O)C(=O)NC(C)C(C(C)C(=O)NC(C(C)O)C(=O)NCCC5=NC(=CS5)C6=NC(=CS6)C(=O)NCCC[S+](C)C)O. Synergy scores: CSS=16.4, Synergy_ZIP=-9.73, Synergy_Bliss=0.752, Synergy_Loewe=-12.7, Synergy_HSA=0.893. (2) Drug 2: CCC1(CC2CC(C3=C(CCN(C2)C1)C4=CC=CC=C4N3)(C5=C(C=C6C(=C5)C78CCN9C7C(C=CC9)(C(C(C8N6C)(C(=O)OC)O)OC(=O)C)CC)OC)C(=O)OC)O.OS(=O)(=O)O. Synergy scores: CSS=27.4, Synergy_ZIP=-8.79, Synergy_Bliss=-7.05, Synergy_Loewe=-5.54, Synergy_HSA=-5.00. Cell line: PC-3. Drug 1: C1=CC(=CC=C1CCCC(=O)O)N(CCCl)CCCl.